From a dataset of Reaction yield outcomes from USPTO patents with 853,638 reactions. Predict the reaction yield, written as a fraction of the theoretical maximum amount of product (1.0 means a 100% yield; for example, 0.34 means a 34% yield). (1) The reactants are [CH2:1]([O:8][C:9]1[CH:14]=[CH:13][C:12]([C:15]2[NH:37][C:18]3=[N:19][C:20]([O:23][CH:24]4[CH2:29][CH2:28][N:27](C(OC(C)(C)C)=O)[CH2:26][CH2:25]4)=[CH:21][CH:22]=[C:17]3[N:16]=2)=[CH:11][CH:10]=1)[C:2]1[CH:7]=[CH:6][CH:5]=[CH:4][CH:3]=1.FC(F)(F)C(O)=O. The catalyst is C(Cl)Cl. The product is [CH2:1]([O:8][C:9]1[CH:14]=[CH:13][C:12]([C:15]2[NH:37][C:18]3=[N:19][C:20]([O:23][CH:24]4[CH2:29][CH2:28][NH:27][CH2:26][CH2:25]4)=[CH:21][CH:22]=[C:17]3[N:16]=2)=[CH:11][CH:10]=1)[C:2]1[CH:3]=[CH:4][CH:5]=[CH:6][CH:7]=1. The yield is 0.880. (2) The reactants are [NH2:1][C:2](=[N:33]O)[C:3]1[CH:4]=[C:5]2[C:10](=[CH:11][CH:12]=1)[C:9](=[O:13])[N:8]([CH2:14][CH:15]([CH3:17])[CH3:16])[C:7]([CH2:18][NH:19][C:20](=[O:26])[O:21][C:22]([CH3:25])([CH3:24])[CH3:23])=[C:6]2[C:27]1[CH:32]=[CH:31][CH:30]=[CH:29][CH:28]=1.[C:35]([O:38]C(=O)C)(=[O:37])[CH3:36]. The catalyst is [Pd].C(O)(=O)C. The product is [C:35]([OH:38])(=[O:37])[CH3:36].[C:35]([OH:38])(=[O:37])[CH3:36].[NH2:33][C:2](=[NH:1])[C:3]1[CH:4]=[C:5]2[C:10](=[CH:11][CH:12]=1)[C:9](=[O:13])[N:8]([CH2:14][CH:15]([CH3:16])[CH3:17])[C:7]([CH2:18][NH:19][C:20](=[O:26])[O:21][C:22]([CH3:25])([CH3:24])[CH3:23])=[C:6]2[C:27]1[CH:28]=[CH:29][CH:30]=[CH:31][CH:32]=1. The yield is 0.850. (3) The reactants are [O:1]1[C:5]2[CH:6]=[CH:7][CH:8]=[CH:9][C:4]=2[CH:3]=[C:2]1[C:10]([CH:12]1[CH2:17][CH2:16][CH2:15][CH2:14][N:13]1C(OC(C)(C)C)=O)=[O:11]. The catalyst is FC(F)(F)C(O)=O.ClCCl. The product is [O:1]1[C:5]2[CH:6]=[CH:7][CH:8]=[CH:9][C:4]=2[CH:3]=[C:2]1[C:10]([CH:12]1[CH2:17][CH2:16][CH2:15][CH2:14][NH:13]1)=[O:11]. The yield is 0.990. (4) The reactants are [C:1]([NH:11][C@H:12]([C:17]([OH:19])=O)[CH2:13][CH:14]([CH3:16])[CH3:15])([O:3][CH2:4][C:5]1[CH:10]=[CH:9][CH:8]=[CH:7][CH:6]=1)=[O:2].CCN=C=NCCCN(C)C.C1C=CC2N(O)N=NC=2C=1.[NH2:41][CH2:42][CH:43]([OH:46])[CH2:44][NH2:45].CN1CCOCC1.[Cl:54][C:55]1[C:56]([C:72]#[N:73])=[C:57]([CH:69]=[CH:70][CH:71]=1)[O:58][C:59]1[CH:64]=[CH:63][C:62]([S:65](Cl)(=[O:67])=[O:66])=[CH:61][CH:60]=1. The catalyst is CN(C=O)C. The product is [C:1]([NH:11][C@H:12]([C:17]([CH:42]([NH2:41])[C:43](=[O:46])[CH2:44][NH:45][S:65]([C:62]1[CH:61]=[CH:60][C:59]([O:58][C:57]2[CH:69]=[CH:70][CH:71]=[C:55]([Cl:54])[C:56]=2[C:72]#[N:73])=[CH:64][CH:63]=1)(=[O:66])=[O:67])=[O:19])[CH2:13][CH:14]([CH3:15])[CH3:16])([O:3][CH2:4][C:5]1[CH:6]=[CH:7][CH:8]=[CH:9][CH:10]=1)=[O:2]. The yield is 0.0200.